Dataset: Forward reaction prediction with 1.9M reactions from USPTO patents (1976-2016). Task: Predict the product of the given reaction. (1) Given the reactants [NH2:1][C:2]1[CH:11]=[C:10]([O:12][CH3:13])[C:9]([O:14][CH2:15][CH2:16][O:17][CH3:18])=[CH:8][C:3]=1[C:4](OC)=[O:5].CC(O)=O.[CH:23]([NH2:25])=O, predict the reaction product. The product is: [CH3:13][O:12][C:10]1[CH:11]=[C:2]2[C:3]([C:4](=[O:5])[NH:25][CH:23]=[N:1]2)=[CH:8][C:9]=1[O:14][CH2:15][CH2:16][O:17][CH3:18]. (2) The product is: [Cl:18][C:13]1[CH:14]=[C:15]2[C:10](=[CH:11][CH:12]=1)[NH:9][C:8]([C:6]([OH:7])=[O:5])=[C:16]2[CH3:17]. Given the reactants [OH-].[Na+].C([O:5][C:6]([C:8]1[NH:9][C:10]2[C:15]([C:16]=1[CH3:17])=[CH:14][C:13]([Cl:18])=[CH:12][CH:11]=2)=[O:7])C, predict the reaction product. (3) Given the reactants [NH2:1][C:2]1[CH:3]=[C:4]2[C:9](=[CH:10][CH:11]=1)[N:8]=[C:7]([C:12]1[CH:17]=[C:16]([O:18][CH3:19])[CH:15]=[C:14]([O:20][CH3:21])[CH:13]=1)[NH:6][C:5]2=[O:22].Cl.Br[C:25]1[CH:30]=[CH:29][N:28]=[CH:27][CH:26]=1.CC(C)([O-])C.[Na+], predict the reaction product. The product is: [CH3:21][O:20][C:14]1[CH:13]=[C:12]([C:7]2[NH:6][C:5](=[O:22])[C:4]3[C:9](=[CH:10][CH:11]=[C:2]([NH:1][C:25]4[CH:30]=[CH:29][N:28]=[CH:27][CH:26]=4)[CH:3]=3)[N:8]=2)[CH:17]=[C:16]([O:18][CH3:19])[CH:15]=1. (4) Given the reactants [NH2:1][C:2]1[CH:9]=[CH:8][C:5]([CH:6]=O)=[CH:4][CH:3]=1.[CH3:10][S:11]([CH2:14][C:15]#[N:16])(=[O:13])=[O:12].C(NCC)C.C(O)(=O)C, predict the reaction product. The product is: [NH2:1][C:2]1[CH:9]=[CH:8][C:5]([CH:6]=[C:14]([S:11]([CH3:10])(=[O:13])=[O:12])[C:15]#[N:16])=[CH:4][CH:3]=1. (5) Given the reactants [CH2:1]([S:3]([N:6]1[CH:10]=[CH:9][CH:8]=[C:7]1[CH2:11][NH:12][C:13](=[O:19])OC(C)(C)C)(=[O:5])=[O:4])[CH3:2].[Cl:20][C:21]1[CH:22]=[C:23]([CH:27]=[C:28]([C:46]([F:49])([F:48])[F:47])[C:29]=1[CH2:30][N:31]1[CH2:36][CH2:35][CH2:34][C@H:33]([N:37]([CH3:45])[C:38]([O:40][C:41]([CH3:44])([CH3:43])[CH3:42])=[O:39])[CH2:32]1)C(O)=O, predict the reaction product. The product is: [Cl:20][C:21]1[CH:22]=[C:23]([C:13](=[O:19])[NH:12][CH2:11][C:7]2[N:6]([S:3]([CH2:1][CH3:2])(=[O:4])=[O:5])[CH:10]=[CH:9][CH:8]=2)[CH:27]=[C:28]([C:46]([F:48])([F:47])[F:49])[C:29]=1[CH2:30][N:31]1[CH2:36][CH2:35][CH2:34][C@H:33]([N:37]([CH3:45])[C:38](=[O:39])[O:40][C:41]([CH3:42])([CH3:43])[CH3:44])[CH2:32]1. (6) The product is: [F:13][C:14]1[CH:15]=[C:16]([NH:21][C:22]([NH:1][C:2]2[N:3]=[C:4]([C:8]([O:10][CH2:11][CH3:12])=[O:9])[N:5]([CH3:7])[CH:6]=2)=[O:23])[CH:17]=[CH:18][C:19]=1[CH3:20]. Given the reactants [NH2:1][C:2]1[N:3]=[C:4]([C:8]([O:10][CH2:11][CH3:12])=[O:9])[N:5]([CH3:7])[CH:6]=1.[F:13][C:14]1[CH:15]=[C:16]([N:21]=[C:22]=[O:23])[CH:17]=[CH:18][C:19]=1[CH3:20], predict the reaction product. (7) Given the reactants [CH3:1][O:2][C:3](=[O:15])[CH2:4][C:5]1[O:9][C:8]([CH3:10])=[N:7][C:6]=1[C:11]([O:13]C)=O.[F:16][C:17]1[CH:26]=[C:25]([I:27])[CH:24]=[CH:23][C:18]=1[N:19]=[C:20]=[N:21][CH3:22], predict the reaction product. The product is: [F:16][C:17]1[CH:26]=[C:25]([I:27])[CH:24]=[CH:23][C:18]=1[NH:19][C:20]1[N:21]([CH3:22])[C:11](=[O:13])[C:6]2[N:7]=[C:8]([CH3:10])[O:9][C:5]=2[C:4]=1[C:3]([O:2][CH3:1])=[O:15].